Task: Binary Classification. Given a T-cell receptor sequence (or CDR3 region) and an epitope sequence, predict whether binding occurs between them.. Dataset: TCR-epitope binding with 47,182 pairs between 192 epitopes and 23,139 TCRs (1) The epitope is TPRVTGGGAM. The TCR CDR3 sequence is CASRPNLGGTTEAFF. Result: 1 (the TCR binds to the epitope). (2) The epitope is HTDFSSEIIGY. The TCR CDR3 sequence is CASRPSGGAETQYF. Result: 0 (the TCR does not bind to the epitope). (3) The epitope is YEGNSPFHPL. The TCR CDR3 sequence is CASSSQGYNEQFF. Result: 0 (the TCR does not bind to the epitope).